From a dataset of Forward reaction prediction with 1.9M reactions from USPTO patents (1976-2016). Predict the product of the given reaction. (1) Given the reactants [NH:1]1[CH2:5][CH2:4][CH2:3][CH2:2]1.[Cl:6][C:7]1[CH:8]=[C:9]([CH2:17][N:18]2[CH2:22][CH2:21][CH2:20][CH2:19]2)[CH:10]=[CH:11][C:12]=1[CH:13]=[C:14](Br)Br.[OH2:23], predict the reaction product. The product is: [Cl:6][C:7]1[CH:8]=[C:9]([CH2:17][N:18]2[CH2:22][CH2:21][CH2:20][CH2:19]2)[CH:10]=[CH:11][C:12]=1[CH2:13][C:14]([N:1]1[CH2:5][CH2:4][CH2:3][CH2:2]1)=[O:23]. (2) Given the reactants Cl.[Cl:2][C:3]1[CH:4]=[CH:5][C:6]([O:14][CH3:15])=[C:7]([CH:13]=1)[C:8](=[NH:12])[O:9][CH2:10][CH3:11].O.OP([O-])(O)=O.[Na+].O.O.O.O.O.O.O.OP([O-])([O-])=O.[Na+].[Na+].[N:37]#[C:38]N, predict the reaction product. The product is: [Cl:2][C:3]1[CH:4]=[CH:5][C:6]([O:14][CH3:15])=[C:7]([CH:13]=1)[C:8](=[N:12][C:38]#[N:37])[O:9][CH2:10][CH3:11]. (3) Given the reactants Br[C:2]1[S:3][C:4]2[CH:10]=[C:9]([CH3:11])[CH:8]=[C:7]([C:12]3[CH:17]=[CH:16][C:15]([F:18])=[C:14]([Cl:19])[CH:13]=3)[C:5]=2[N:6]=1.Cl.Cl.[Cl:22][C:23]1[CH:28]=[C:27]([N:29]2[CH2:34][CH2:33][CH:32]([NH2:35])[CH2:31][CH2:30]2)[CH:26]=[CH:25][N:24]=1.C(N(CC)CC)C, predict the reaction product. The product is: [Cl:19][C:14]1[CH:13]=[C:12]([C:7]2[C:5]3[N:6]=[C:2]([NH:35][CH:32]4[CH2:33][CH2:34][N:29]([C:27]5[CH:26]=[CH:25][N:24]=[C:23]([Cl:22])[CH:28]=5)[CH2:30][CH2:31]4)[S:3][C:4]=3[CH:10]=[C:9]([CH3:11])[CH:8]=2)[CH:17]=[CH:16][C:15]=1[F:18]. (4) Given the reactants [O:1]=[S:2]1(=[O:23])[C:19]2[C:14](=[CH:15][CH:16]=[CH:17][CH:18]=2)[C:13]2[C:4](=[C:5]3[C:10](=[CH:11][CH:12]=2)[C:9]([C:20](O)=[O:21])=[CH:8][CH:7]=[N:6]3)[NH:3]1.[CH3:24][NH:25][CH3:26].CCN=C=NCCCN(C)C.Cl.C1C=CC2N(O)N=NC=2C=1.CCN(C(C)C)C(C)C, predict the reaction product. The product is: [CH3:24][N:25]([CH3:26])[C:20]([C:9]1[C:10]2[C:5](=[C:4]3[C:13](=[CH:12][CH:11]=2)[C:14]2[C:19](=[CH:18][CH:17]=[CH:16][CH:15]=2)[S:2](=[O:23])(=[O:1])[NH:3]3)[N:6]=[CH:7][CH:8]=1)=[O:21]. (5) Given the reactants Br[C:2]1[CH:3]=[CH:4][C:5]2[N:6]([CH:8]=[C:9]([C:11]3[CH:16]=[CH:15][CH:14]=[CH:13][CH:12]=3)[N:10]=2)[CH:7]=1.[OH:17][CH2:18][C:19]1[CH:24]=[CH:23][C:22](B(O)O)=[CH:21][CH:20]=1, predict the reaction product. The product is: [C:11]1([C:9]2[N:10]=[C:5]3[CH:4]=[CH:3][C:2]([C:22]4[CH:23]=[CH:24][C:19]([CH2:18][OH:17])=[CH:20][CH:21]=4)=[CH:7][N:6]3[CH:8]=2)[CH:16]=[CH:15][CH:14]=[CH:13][CH:12]=1. (6) Given the reactants [CH2:1]([O:8][C:9]([N:11]1[CH2:16][CH2:15][N:14]([CH:17]2[CH2:20][N:19](C(C3C=CC=CC=3)C3C=CC=CC=3)[CH2:18]2)[CH2:13][CH2:12]1)=[O:10])[C:2]1[CH:7]=[CH:6][CH:5]=[CH:4][CH:3]=1.ClC(OC(Cl)C)=O, predict the reaction product. The product is: [CH2:1]([O:8][C:9]([N:11]1[CH2:12][CH2:13][N:14]([CH:17]2[CH2:18][NH:19][CH2:20]2)[CH2:15][CH2:16]1)=[O:10])[C:2]1[CH:7]=[CH:6][CH:5]=[CH:4][CH:3]=1.